Dataset: NCI-60 drug combinations with 297,098 pairs across 59 cell lines. Task: Regression. Given two drug SMILES strings and cell line genomic features, predict the synergy score measuring deviation from expected non-interaction effect. (1) Drug 1: CCC1=CC2CC(C3=C(CN(C2)C1)C4=CC=CC=C4N3)(C5=C(C=C6C(=C5)C78CCN9C7C(C=CC9)(C(C(C8N6C)(C(=O)OC)O)OC(=O)C)CC)OC)C(=O)OC.C(C(C(=O)O)O)(C(=O)O)O. Drug 2: CN(C)N=NC1=C(NC=N1)C(=O)N. Cell line: NCI-H226. Synergy scores: CSS=34.6, Synergy_ZIP=2.01, Synergy_Bliss=-1.62, Synergy_Loewe=-42.1, Synergy_HSA=-3.18. (2) Drug 1: C1=NC2=C(N1)C(=S)N=C(N2)N. Drug 2: CC12CCC3C(C1CCC2OP(=O)(O)O)CCC4=C3C=CC(=C4)OC(=O)N(CCCl)CCCl.[Na+]. Cell line: BT-549. Synergy scores: CSS=-0.157, Synergy_ZIP=-9.12, Synergy_Bliss=-13.6, Synergy_Loewe=-21.0, Synergy_HSA=-13.2.